This data is from NCI-60 drug combinations with 297,098 pairs across 59 cell lines. The task is: Regression. Given two drug SMILES strings and cell line genomic features, predict the synergy score measuring deviation from expected non-interaction effect. Drug 2: C1=NC2=C(N=C(N=C2N1C3C(C(C(O3)CO)O)F)Cl)N. Drug 1: C1CCC(C1)C(CC#N)N2C=C(C=N2)C3=C4C=CNC4=NC=N3. Cell line: HT29. Synergy scores: CSS=35.1, Synergy_ZIP=3.40, Synergy_Bliss=-1.53, Synergy_Loewe=-33.9, Synergy_HSA=-5.83.